This data is from Reaction yield outcomes from USPTO patents with 853,638 reactions. The task is: Predict the reaction yield, written as a fraction of the theoretical maximum amount of product (1.0 means a 100% yield; for example, 0.34 means a 34% yield). The reactants are [ClH:1].[S:2]1[C:6]([C@@H:7]2[CH2:9][C@H:8]2[NH:10]C(=O)OC(C)(C)C)=[CH:5][N:4]=[CH:3]1. The catalyst is O1CCOCC1. The yield is 0.748. The product is [ClH:1].[S:2]1[C:6]([C@@H:7]2[CH2:9][C@H:8]2[NH2:10])=[CH:5][N:4]=[CH:3]1.